This data is from B-cell epitopes from IEDB database with 3,159 antigens for binding position prediction. The task is: Token-level Classification. Given an antigen amino acid sequence, predict which amino acid positions are active epitope sites capable of antibody binding. Output is a list of indices for active positions. (1) The epitope positions are: [145, 146, 147, 148, 149, 150, 151, 152, 153]. The amino acids at these positions are: NKSLGACPI. Given the antigen sequence: MGGAAARLGAVILFVVIVGLHGVRGKYALADASLKMADPNRFRGKDLPVLDQLTDPPGVRRVYHIQAGLPDPFQPPSLPITVYYAVLERACRSVLLNAPSEAPQIVRGASEDVRKQPYNLTIAWFRMGGNCAIPITVMEYTECSYNKSLGACPIRTQPRWNYYDSFSAVSEDNLGFLMHAPAFETAGTYLRLVKINDWTEITQFILEHRAKGSCKYAIPLRIPPSACLSPQAYQQGVTVDSIGMLPRFIPENQRTVAVYSLKIAGWHGPKAPYTSTLLPPELSETPNATQPELAPEDPEDSALLEDPVGTVAPQIPPNWHIPSIQDAATPYHPPATPNNMGLIAGAVGGSLLVALVICGIVYWMRRRTQKAPKRIRLPHIREDDQPSSHQPLFY, which amino acid positions are active epitope sites? (2) Given the antigen sequence: MTYPRRRYRRRRHRPRSHLGQTLRRRPWLVHPRHRYRWRRKNGIFNTRLSRTFGYTIKRTTVRTPSWAVDMMRFNINDFLPPGGGSNPRSVPFEYYRIRKVKVEFWPCPPITQGDRGVGSSAVILDDNFVTKATALTYDPYVNYSSRHTITQPFSYHSRYFTPKPVLDSTIDYFQPNNKRNQLWLRLQTAGNVDHVGLGTAFENSIYDQEYNIRVTMYVQFREFNLKDPPLNP, which amino acid positions are active epitope sites? The epitope positions are: [174, 175, 176, 177, 178, 179, 180, 181, 182, 183, 184, 185, 186, 187, 188, 189, 190, 191]. The amino acids at these positions are: QPNNKRNQLWLRLQTAGN. (3) Given the antigen sequence: MARHAIFSALCVLGLVAAALPQFATAATASDDELMSRIRNSDFFDGQAPVDSLRPTNAGVDSKGTDDHLTTSMDKASVESQLPRREPLETEPDEQEEVHFRKRGVRSDAEVTDDNIYEEHTDRKVVPRKSEGKRSFKDLLKKLALPAVGMGASYFAADRLVPELTEEQQRGDEPLTTGQNVGTVLGFAALAAAAAFLGMGLTRTYRHFSPRKNRSRQPALEQEVPESGEDGEDARQ, which amino acid positions are active epitope sites? The epitope positions are: [223, 224, 225, 226, 227, 228, 229, 230, 231, 232, 233, 234, 235]. The amino acids at these positions are: VPESGEDGEDARQ. (4) Given the antigen sequence: EFFNGKEACRSINPDEAVAYGAAVQAAILSGDQSNAVQDLLLLDVCSLSLGLETAGGVMTKLIERNTTIPAKKSQIFTTYADNQPGVLIQVYEGERALTKDNNLLGKFHLDGIPPAPRKVPQIEVTFDIDANGILNVTAVEKSTAKQNHITITNDKGRLSQDEIDRMVNDAEKYKAEDEENRKRIEARNSLENYCYGVKSSLEDQKIKEKLQPAEIETCMKTITTILEWLEKNQLAGKDEYEAKQKEAESVCAPIMSKIYQDRAGAAGGMPGGMPGGMPGGMPGGMNFPGGMPGAGMPGNAPAGSGPTVEEVD, which amino acid positions are active epitope sites? The epitope positions are: [271, 272, 273, 274, 275, 276, 277, 278, 279, 280, 281, 282, 283, 284, 285, 286, 287, 288]. The amino acids at these positions are: GGMPGGMPGGMPGGMNFP. (5) Given the antigen sequence: MASSGYVLQAELSPSTENSSQLDFEDVWNSSYGVNDSFPDGDYGANLEAAAPCHSCNLLDDSALPFFILTSVLGILASSTVLFMLFRPLFRWQLCPGWPVLAQLAVGSALFSIVVPVLAPGLGSTRSSALCSLGYCVWYGSAFAQALLLGCHASLGHRLGAGQVPGLTLGLTVGIWGVAALLTLPVTLASGASGGLCTLIYSTELKALQATHTVACLAIFVLLPLGLFGAKGLKKALGMGPGPWMNILWAWFIFWWPHGVVLGLDFLVRSKLLLLSTCLAQQALDLLLNLAEALAILHCVATPLLLALFCHQATRTLLPSLPLPEGWSSHLDTLGSKS, which amino acid positions are active epitope sites? The epitope positions are: [39, 40, 41, 42, 43, 44]. The amino acids at these positions are: DGDYGA. (6) Given the antigen sequence: MSTNPKPQRKTKRNTNRRPQDVKFPGGGQIVGGVYLLPRRGPRLGVRATRKXSERSQPRGRRQPIPKARXPEGRAWAQPGYPWPLYGNEGLGWAGWLLSPRGSRPSWGPTDPRRRSRNLGKVIDTLTCGFADLMGYIPLVGAPLGGAARALAHGVRVLEDGVNYATGNLPGCSFSIFLLALLSCLTIPASAYEVRNVSGIYHVTNDCSNSSIVYEAADVIMHTPGCVPCVREGNSSRCWVALTPTLAARNASVPTTTIRRHVDLLVGTAAFCSAMYVGDLCGSIFLVSQLFTFSPRRHETVQDCNCSIYPGHVSGHRMAWDMMMNWSPTTALVVSQLLRIPQAVVDMVAGAHWGVLAGLAYYSMVGNWAKVLIVALLFAGVDGXTXTXGXVXGHTTSGFTSLFSSGASQKIQLVNTNGSWHINRTALNCNDSLXTGFXAALFYXHKFNSSGCPERMASCRPIDWFXQGWGPITYTXPNSSDQRPYCWHYAPRPCGXVPAS..., which amino acid positions are active epitope sites? The epitope positions are: [408, 409, 410, 411, 412, 413, 414, 415, 416, 417, 418, 419, 420, 421, 422]. The amino acids at these positions are: QKIQLVNTNGSWHIN.